From a dataset of NCI-60 drug combinations with 297,098 pairs across 59 cell lines. Regression. Given two drug SMILES strings and cell line genomic features, predict the synergy score measuring deviation from expected non-interaction effect. (1) Drug 1: CC1CCC2CC(C(=CC=CC=CC(CC(C(=O)C(C(C(=CC(C(=O)CC(OC(=O)C3CCCCN3C(=O)C(=O)C1(O2)O)C(C)CC4CCC(C(C4)OC)O)C)C)O)OC)C)C)C)OC. Drug 2: CC1=C(N=C(N=C1N)C(CC(=O)N)NCC(C(=O)N)N)C(=O)NC(C(C2=CN=CN2)OC3C(C(C(C(O3)CO)O)O)OC4C(C(C(C(O4)CO)O)OC(=O)N)O)C(=O)NC(C)C(C(C)C(=O)NC(C(C)O)C(=O)NCCC5=NC(=CS5)C6=NC(=CS6)C(=O)NCCC[S+](C)C)O. Cell line: U251. Synergy scores: CSS=46.0, Synergy_ZIP=-4.34, Synergy_Bliss=-2.16, Synergy_Loewe=-0.887, Synergy_HSA=2.99. (2) Drug 1: C1C(C(OC1N2C=NC3=C(N=C(N=C32)Cl)N)CO)O. Drug 2: C1C(C(OC1N2C=NC(=NC2=O)N)CO)O. Cell line: MALME-3M. Synergy scores: CSS=12.7, Synergy_ZIP=0.826, Synergy_Bliss=9.39, Synergy_Loewe=3.74, Synergy_HSA=10.1. (3) Drug 1: CC12CCC3C(C1CCC2=O)CC(=C)C4=CC(=O)C=CC34C. Drug 2: CC1=CC2C(CCC3(C2CCC3(C(=O)C)OC(=O)C)C)C4(C1=CC(=O)CC4)C. Cell line: LOX IMVI. Synergy scores: CSS=70.7, Synergy_ZIP=14.0, Synergy_Bliss=12.7, Synergy_Loewe=-5.56, Synergy_HSA=13.5. (4) Drug 2: CC1CCCC2(C(O2)CC(NC(=O)CC(C(C(=O)C(C1O)C)(C)C)O)C(=CC3=CSC(=N3)C)C)C. Synergy scores: CSS=42.9, Synergy_ZIP=3.36, Synergy_Bliss=2.23, Synergy_Loewe=-7.34, Synergy_HSA=1.23. Cell line: PC-3. Drug 1: CCC1(CC2CC(C3=C(CCN(C2)C1)C4=CC=CC=C4N3)(C5=C(C=C6C(=C5)C78CCN9C7C(C=CC9)(C(C(C8N6C)(C(=O)OC)O)OC(=O)C)CC)OC)C(=O)OC)O.OS(=O)(=O)O. (5) Drug 1: C1=CC(=CC=C1CC(C(=O)O)N)N(CCCl)CCCl.Cl. Drug 2: C1CN1P(=S)(N2CC2)N3CC3. Cell line: IGROV1. Synergy scores: CSS=34.0, Synergy_ZIP=6.27, Synergy_Bliss=10.6, Synergy_Loewe=12.1, Synergy_HSA=13.4. (6) Drug 1: C(=O)(N)NO. Drug 2: C1C(C(OC1N2C=NC(=NC2=O)N)CO)O. Cell line: NCIH23. Synergy scores: CSS=6.10, Synergy_ZIP=-3.44, Synergy_Bliss=-4.91, Synergy_Loewe=-10.5, Synergy_HSA=-3.50.